Dataset: Retrosynthesis with 50K atom-mapped reactions and 10 reaction types from USPTO. Task: Predict the reactants needed to synthesize the given product. (1) Given the product CC(=O)C(=CN(C)C)C(=O)Nc1ccccc1Cl, predict the reactants needed to synthesize it. The reactants are: CC(=O)CC(=O)Nc1ccccc1Cl.COC(OC)N(C)C. (2) Given the product CC(C)(C)OC(=O)c1cscc1CO, predict the reactants needed to synthesize it. The reactants are: CC(C)(C)OC(=O)c1cscc1C(=O)O. (3) Given the product CCCCc1cn([Si](C)(C)C(C)(C)C)c2ccc(O[Si](C)(C)C(C)(C)C)cc12, predict the reactants needed to synthesize it. The reactants are: CC(C)(C)[Si](C)(C)Oc1ccc2c(c1)c(Br)cn2[Si](C)(C)C(C)(C)C.CCCCI. (4) Given the product COC(=O)[C@H](CCSC)NC(=O)c1ccc(N)cc1C#Cc1ccc(F)cc1, predict the reactants needed to synthesize it. The reactants are: COC(=O)[C@H](CCSC)NC(=O)c1ccc([N+](=O)[O-])cc1C#Cc1ccc(F)cc1.